Dataset: Peptide-MHC class II binding affinity with 134,281 pairs from IEDB. Task: Regression. Given a peptide amino acid sequence and an MHC pseudo amino acid sequence, predict their binding affinity value. This is MHC class II binding data. (1) The peptide sequence is IRDGLQYGWKTWGKN. The MHC is DRB1_0404 with pseudo-sequence DRB1_0404. The binding affinity (normalized) is 0.266. (2) The binding affinity (normalized) is 0.297. The MHC is DRB1_0103 with pseudo-sequence DRB1_0103. The peptide sequence is NPPIPVGEIYKRWIIL. (3) The peptide sequence is NDKFTVFEGAFNKAI. The MHC is DRB1_1302 with pseudo-sequence DRB1_1302. The binding affinity (normalized) is 0.525.